This data is from Forward reaction prediction with 1.9M reactions from USPTO patents (1976-2016). The task is: Predict the product of the given reaction. Given the reactants [OH-].[Li+].[O:3]1[CH2:8][CH2:7][CH2:6][O:5][CH:4]1[C:9]1[CH:14]=[CH:13][C:12]([C:15]2[S:16][C:17]3[CH:23]=[C:22]([C:24]([O:26]C)=[O:25])[CH:21]=[CH:20][C:18]=3[N:19]=2)=[C:11]([F:28])[CH:10]=1, predict the reaction product. The product is: [O:5]1[CH2:6][CH2:7][CH2:8][O:3][CH:4]1[C:9]1[CH:14]=[CH:13][C:12]([C:15]2[S:16][C:17]3[CH:23]=[C:22]([C:24]([OH:26])=[O:25])[CH:21]=[CH:20][C:18]=3[N:19]=2)=[C:11]([F:28])[CH:10]=1.